Dataset: Full USPTO retrosynthesis dataset with 1.9M reactions from patents (1976-2016). Task: Predict the reactants needed to synthesize the given product. (1) Given the product [F:14][C:12]1([F:15])[O:11][C:10]2[CH:16]=[CH:17][C:7]([NH:6][C:4](=[O:5])[C:3]3[CH:18]=[CH:19][CH:20]=[CH:21][C:2]=3[NH:1][CH2:23][C:24]3[CH:29]=[CH:28][N:27]=[C:26]([NH:30][C:31](=[O:36])[CH:32]([O:34][CH3:35])[CH3:33])[CH:25]=3)=[CH:8][C:9]=2[O:13]1, predict the reactants needed to synthesize it. The reactants are: [NH2:1][C:2]1[CH:21]=[CH:20][CH:19]=[CH:18][C:3]=1[C:4]([NH:6][C:7]1[CH:17]=[CH:16][C:10]2[O:11][C:12]([F:15])([F:14])[O:13][C:9]=2[CH:8]=1)=[O:5].Cl[CH2:23][C:24]1[CH:29]=[CH:28][N:27]=[C:26]([NH:30][C:31](=[O:36])[CH:32]([O:34][CH3:35])[CH3:33])[CH:25]=1.C(N(CC)CC)C.[I-].[Na+]. (2) Given the product [ClH:25].[Cl:25][C:21]1[CH:20]=[C:19]([C:17]2[N:18]=[C:14]([CH:11]3[CH2:12][CH2:13][NH:8][CH2:9][CH2:10]3)[NH:15][CH:16]=2)[CH:24]=[CH:23][CH:22]=1, predict the reactants needed to synthesize it. The reactants are: C(OC([N:8]1[CH2:13][CH2:12][CH:11]([C:14]2[NH:15][CH:16]=[C:17]([C:19]3[CH:24]=[CH:23][CH:22]=[C:21]([Cl:25])[CH:20]=3)[N:18]=2)[CH2:10][CH2:9]1)=O)(C)(C)C.ClCCl.Cl. (3) Given the product [CH3:11][O:10][C:8](=[O:9])[C:7]1[CH:12]=[CH:13][C:4]([C:2](=[O:3])[C:21]2[CH:22]=[CH:23][C:18]([NH:17][C:14](=[O:16])[CH3:15])=[CH:19][CH:20]=2)=[CH:5][CH:6]=1, predict the reactants needed to synthesize it. The reactants are: Cl[C:2]([C:4]1[CH:13]=[CH:12][C:7]([C:8]([O:10][CH3:11])=[O:9])=[CH:6][CH:5]=1)=[O:3].[C:14]([NH:17][C:18]1[CH:23]=[CH:22][CH:21]=[CH:20][CH:19]=1)(=[O:16])[CH3:15].[Al+3].[Cl-].[Cl-].[Cl-].O.